Task: Predict the product of the given reaction.. Dataset: Forward reaction prediction with 1.9M reactions from USPTO patents (1976-2016) The product is: [CH3:3][C:1]([C:5]1[CH:6]=[CH:7][C:8]([CH2:9][N:10]2[C:21](=[O:22])[CH2:20][C:19](=[O:24])[N:16]([CH:13]([CH3:15])[CH3:14])[C:17]2=[O:18])=[CH:11][CH:12]=1)([CH3:4])[CH3:2]. Given the reactants [C:1]([C:5]1[CH:12]=[CH:11][C:8]([CH2:9][NH2:10])=[CH:7][CH:6]=1)([CH3:4])([CH3:3])[CH3:2].[CH:13]([N:16]=[C:17]=[O:18])([CH3:15])[CH3:14].[C:19](Cl)(=[O:24])[CH2:20][C:21](Cl)=[O:22], predict the reaction product.